From a dataset of Peptide-MHC class II binding affinity with 134,281 pairs from IEDB. Regression. Given a peptide amino acid sequence and an MHC pseudo amino acid sequence, predict their binding affinity value. This is MHC class II binding data. (1) The peptide sequence is KQQVIAELYEKFFRI. The MHC is DRB1_0401 with pseudo-sequence DRB1_0401. The binding affinity (normalized) is 0.0965. (2) The MHC is DRB4_0101 with pseudo-sequence DRB4_0103. The binding affinity (normalized) is 0. The peptide sequence is EVVAATPTSLLISWG.